This data is from Peptide-MHC class I binding affinity with 185,985 pairs from IEDB/IMGT. The task is: Regression. Given a peptide amino acid sequence and an MHC pseudo amino acid sequence, predict their binding affinity value. This is MHC class I binding data. (1) The peptide sequence is KYYTSYTLK. The MHC is HLA-B48:01 with pseudo-sequence HLA-B48:01. The binding affinity (normalized) is 0.0847. (2) The peptide sequence is MYQYIFLSF. The MHC is HLA-B15:09 with pseudo-sequence HLA-B15:09. The binding affinity (normalized) is 0.0847. (3) The MHC is HLA-A69:01 with pseudo-sequence HLA-A69:01. The binding affinity (normalized) is 0.0847. The peptide sequence is FYKRKAMAW. (4) The peptide sequence is KEKGGLEGIY. The MHC is Mamu-A11 with pseudo-sequence Mamu-A11. The binding affinity (normalized) is 0.258. (5) The peptide sequence is RRHRILDIYLE. The MHC is Mamu-B03 with pseudo-sequence Mamu-B03. The binding affinity (normalized) is 0.503. (6) The peptide sequence is CYCKKCCY. The MHC is Mamu-B17 with pseudo-sequence Mamu-B17. The binding affinity (normalized) is 0.0226. (7) The peptide sequence is LPIRYQTPAI. The MHC is HLA-B53:01 with pseudo-sequence HLA-B53:01. The binding affinity (normalized) is 0.759.